From a dataset of Catalyst prediction with 721,799 reactions and 888 catalyst types from USPTO. Predict which catalyst facilitates the given reaction. (1) Reactant: C(OC(C1C=C([C:12]2[CH:17]=[CH:16][C:15]([CH2:18][S:19][CH2:20][CH2:21][O:22][C:23]3[CH:28]=[CH:27][CH:26]=[CH:25][CH:24]=3)=[CH:14][CH:13]=2)C=CC=1)=O)C.[CH2:29]([O:31][C:32]([C:34]1[CH:39]=[CH:38][C:37](C2C=CC=C(CSCCO)C=2)=[CH:36][CH:35]=1)=[O:33])[CH3:30].C1(O)C=CC=CC=1.C1(P(C2C=CC=CC=2)C2C=CC=CC=2)C=CC=CC=1. Product: [CH2:29]([O:31][C:32]([C:34]1[CH:39]=[CH:38][C:37]([C:13]2[CH:12]=[CH:17][CH:16]=[C:15]([CH2:18][S:19][CH2:20][CH2:21][O:22][C:23]3[CH:24]=[CH:25][CH:26]=[CH:27][CH:28]=3)[CH:14]=2)=[CH:36][CH:35]=1)=[O:33])[CH3:30]. The catalyst class is: 1. (2) Reactant: [OH-].[Na+].C([O:5][C:6](=[O:33])[CH2:7][C:8]1[C:9]2[CH2:10][C:11]([CH3:32])([CH3:31])[N:12]=[C:13]([C:25]3[CH:30]=[CH:29][CH:28]=[CH:27][CH:26]=3)[C:14]=2[C:15]2[CH2:22][C:21]([CH3:24])([CH3:23])[O:20][C:16]=2[C:17]=1[O:18][CH3:19])C. Product: [CH3:19][O:18][C:17]1[C:16]2[O:20][C:21]([CH3:23])([CH3:24])[CH2:22][C:15]=2[C:14]2[C:13]([C:25]3[CH:30]=[CH:29][CH:28]=[CH:27][CH:26]=3)=[N:12][C:11]([CH3:31])([CH3:32])[CH2:10][C:9]=2[C:8]=1[CH2:7][C:6]([OH:33])=[O:5]. The catalyst class is: 8. (3) Reactant: [H-].[Na+].Br[C:4]1[CH:9]=[C:8]([F:10])[CH:7]=[CH:6][C:5]=1[C:11]([CH3:20])([CH3:19])[CH2:12][C:13](=[O:18])[C:14]([F:17])([F:16])[F:15].C([Mg]Cl)(C)C.[Cl-].[Li+].[CH3:28][O:29][C:30]1[CH:35]=[CH:34][C:33]([C@@H:36]([N:38]=[C:39]=[O:40])[CH3:37])=[CH:32][CH:31]=1. Product: [F:10][C:8]1[CH:7]=[CH:6][C:5]([C:11]([CH3:20])([CH3:19])[CH2:12][C:13](=[O:18])[C:14]([F:17])([F:16])[F:15])=[C:4]([CH:9]=1)[C:39]([NH:38][C@H:36]([C:33]1[CH:32]=[CH:31][C:30]([O:29][CH3:28])=[CH:35][CH:34]=1)[CH3:37])=[O:40]. The catalyst class is: 523. (4) Reactant: [CH2:1]([O:3][C:4](=[O:27])[C:5]([O:8][C:9]1[CH:14]=[CH:13][C:12]([O:15][CH2:16][CH2:17][NH:18]C(OC(C)(C)C)=O)=[CH:11][C:10]=1[CH3:26])([CH3:7])[CH3:6])[CH3:2].FC(F)(F)C(O)=O. Product: [CH2:1]([O:3][C:4](=[O:27])[C:5]([O:8][C:9]1[CH:14]=[CH:13][C:12]([O:15][CH2:16][CH2:17][NH2:18])=[CH:11][C:10]=1[CH3:26])([CH3:6])[CH3:7])[CH3:2]. The catalyst class is: 2. (5) Reactant: C(OS(O)(=O)=O)C.[CH3:8][N:9]1[C:13]2[CH:14]=[C:15]([N+:18]([O-:20])=[O:19])[CH:16]=[CH:17][C:12]=2[N:11]=[C:10]1[CH2:21][CH2:22][CH2:23][C:24]([O:26][CH2:27][CH3:28])=[O:25].[OH-].[Na+]. Product: [CH3:8][N:9]1[C:13]2[CH:14]=[C:15]([N+:18]([O-:20])=[O:19])[CH:16]=[CH:17][C:12]=2[N:11]=[C:10]1[CH2:21][CH2:22][CH2:23][C:24]([O:26][CH2:27][CH3:28])=[O:25]. The catalyst class is: 6. (6) Reactant: [CH3:1][C:2]1[CH:7]=[CH:6][C:5]([CH3:8])=[CH:4][C:3]=1[CH2:9][C:10]([OH:12])=O.C(N(C(C)C)CC)(C)C.F[B-](F)(F)F.N1(OC(N(C)C)=[N+](C)C)C2C=CC=CC=2N=N1.[CH2:44]([O:46][C:47]([C:49]1[N:50]=[C:51]([CH:54]2[CH2:59][CH2:58][NH:57][CH2:56][CH2:55]2)[S:52][CH:53]=1)=[O:48])[CH3:45]. Product: [CH2:44]([O:46][C:47]([C:49]1[N:50]=[C:51]([CH:54]2[CH2:59][CH2:58][N:57]([C:10](=[O:12])[CH2:9][C:3]3[CH:4]=[C:5]([CH3:8])[CH:6]=[CH:7][C:2]=3[CH3:1])[CH2:56][CH2:55]2)[S:52][CH:53]=1)=[O:48])[CH3:45]. The catalyst class is: 3. (7) Reactant: [NH2:1][C:2]1[CH:7]=[C:6]([O:8][C:9]2[CH:14]=[CH:13][C:12]([N+:15]([O-:17])=[O:16])=[CH:11][C:10]=2[F:18])[N:5]=[CH:4][N:3]=1.C(N(CC)CC)C.Cl[C:27](OC1C=CC=CC=1)=[O:28].[NH:36]1[CH2:41][CH2:40][CH2:39][CH2:38][CH2:37]1. Product: [F:18][C:10]1[CH:11]=[C:12]([N+:15]([O-:17])=[O:16])[CH:13]=[CH:14][C:9]=1[O:8][C:6]1[N:5]=[CH:4][N:3]=[C:2]([NH:1][C:27]([N:36]2[CH2:41][CH2:40][CH2:39][CH2:38][CH2:37]2)=[O:28])[CH:7]=1. The catalyst class is: 7.